This data is from Full USPTO retrosynthesis dataset with 1.9M reactions from patents (1976-2016). The task is: Predict the reactants needed to synthesize the given product. (1) Given the product [NH:4]1[C:5]2=[C:15]3[C:9](=[CH:8][CH:7]=[CH:6]2)[CH:10]=[CH:11][CH:12]=[C:13]3[NH:14][CH2:3]1, predict the reactants needed to synthesize it. The reactants are: OC[C:3]1(CO)[NH:14][C:13]2[C:15]3[C:9]([CH:10]=[CH:11][CH:12]=2)=[CH:8][CH:7]=[CH:6][C:5]=3[NH:4]1.C1C=CC=CC=1.[OH-].[Na+].BrCC(OC(C)(C)C)=O. (2) Given the product [Br:1][C:2]1[S:3][C:4]([Cl:11])=[C:5]([C:7]([OH:9])=[O:8])[N:6]=1, predict the reactants needed to synthesize it. The reactants are: [Br:1][C:2]1[S:3][C:4]([Cl:11])=[C:5]([C:7]([O:9]C)=[O:8])[N:6]=1.O[Li].O. (3) Given the product [NH2:9][C:4]1[CH:5]=[C:6]([CH3:8])[CH:7]=[C:2]([Cl:1])[C:3]=1[OH:12], predict the reactants needed to synthesize it. The reactants are: [Cl:1][C:2]1[CH:7]=[C:6]([CH3:8])[CH:5]=[C:4]([N+:9]([O-])=O)[C:3]=1[OH:12]. (4) Given the product [Cl:1][C:2]1[C:3]([NH:15][C:16]2[CH:20]=[C:19]([CH:21]3[CH2:22][CH2:23]3)[NH:18][N:17]=2)=[N:4][C:5]([C:8]2[S:12][C:11]([C:13]([NH2:14])=[O:27])=[CH:10][CH:9]=2)=[N:6][CH:7]=1, predict the reactants needed to synthesize it. The reactants are: [Cl:1][C:2]1[C:3]([NH:15][C:16]2[CH:20]=[C:19]([CH:21]3[CH2:23][CH2:22]3)[NH:18][N:17]=2)=[N:4][C:5]([C:8]2[S:12][C:11]([C:13]#[N:14])=[CH:10][CH:9]=2)=[N:6][CH:7]=1.OO.C([O-])([O-])=[O:27].[K+].[K+]. (5) Given the product [OH:20][NH:19][C:14](=[NH:15])[CH2:13][O:12][C:11]1[CH:16]=[CH:17][C:8]([O:7][CH3:6])=[CH:9][CH:10]=1, predict the reactants needed to synthesize it. The reactants are: C([O-])(=O)C.[Na+].[CH3:6][O:7][C:8]1[CH:17]=[CH:16][C:11]([O:12][CH2:13][C:14]#[N:15])=[CH:10][CH:9]=1.Cl.[NH2:19][OH:20]. (6) The reactants are: [CH3:1][C:2]1[S:3][C:4]2[C:13]3[N:12]=[C:11]([NH:14][C:15]4[CH:20]=[CH:19][CH:18]=[CH:17][CH:16]=4)[N:10]=[CH:9][C:8]=3[CH2:7][CH2:6][C:5]=2[N:21]=1.C(C1C(=O)C(Cl)=C(Cl)C(=O)C=1C#N)#N. Given the product [CH3:1][C:2]1[S:3][C:4]2[C:13]3[N:12]=[C:11]([NH:14][C:15]4[CH:20]=[CH:19][CH:18]=[CH:17][CH:16]=4)[N:10]=[CH:9][C:8]=3[CH:7]=[CH:6][C:5]=2[N:21]=1, predict the reactants needed to synthesize it.